Predict the product of the given reaction. From a dataset of Forward reaction prediction with 1.9M reactions from USPTO patents (1976-2016). (1) Given the reactants [CH3:1][S:2]Cl.[NH2:4][C:5]1[CH:6]=[CH:7][C:8]2[O:12][C:11]([CH2:13][CH2:14][CH2:15][CH3:16])=[C:10]([C:17]([C:19]3[CH:24]=[CH:23][C:22]([O:25][CH2:26][CH2:27][CH2:28][N:29]([CH2:34][CH2:35][CH2:36][CH3:37])[CH2:30][CH2:31][CH2:32][CH3:33])=[CH:21][CH:20]=3)=[O:18])[C:9]=2[CH:38]=1.C[O-].[Na+].O, predict the reaction product. The product is: [CH2:13]([C:11]1[O:12][C:8]2[CH:7]=[CH:6][C:5]([NH:4][S:2][CH3:1])=[CH:38][C:9]=2[C:10]=1[C:17]([C:19]1[CH:20]=[CH:21][C:22]([O:25][CH2:26][CH2:27][CH2:28][N:29]([CH2:30][CH2:31][CH2:32][CH3:33])[CH2:34][CH2:35][CH2:36][CH3:37])=[CH:23][CH:24]=1)=[O:18])[CH2:14][CH2:15][CH3:16]. (2) Given the reactants C([O:4][CH2:5][C@@H:6]1[C@@H:11]([O:12]C(=O)C)[C@H:10]([O:16][C@@H:17]2[C@@H:22]([O:23]C(=O)C)[C@@H:21]([O:27]C(=O)C)[C@H:20]([O:31]C(=O)C)[C@@H:19]([CH2:35][O:36]C(=O)C)[O:18]2)[C@H:9]([OH:40])[C@@H:8]([C:41]2[CH:46]=[CH:45][C:44]([O:47][CH3:48])=[C:43]([OH:49])[CH:42]=2)[O:7]1)(=O)C.C([O-])([O-])=O.[K+].[K+], predict the reaction product. The product is: [OH:40][C@H:9]1[C@@H:10]([O:16][C@@H:17]2[C@@H:22]([OH:23])[C@@H:21]([OH:27])[C@H:20]([OH:31])[C@@H:19]([CH2:35][OH:36])[O:18]2)[C@H:11]([OH:12])[C@@H:6]([CH2:5][OH:4])[O:7][C@@H:8]1[C:41]1[CH:46]=[CH:45][C:44]([O:47][CH3:48])=[C:43]([OH:49])[CH:42]=1. (3) Given the reactants CC(C)=O.OS(O)(=O)=O.O=[Cr](=O)=O.[OH:14][C@H:15]1[C@:19]2([CH3:33])[CH2:20][C@H:21]3[C@H:30]([CH2:31][C@H:18]2[CH2:17][CH2:16]1)[C@@H:29]1[C@H:24]([CH2:25][C:26](=[O:32])[CH2:27][CH2:28]1)[CH2:23][CH2:22]3.CC(O)C, predict the reaction product. The product is: [CH3:33][C@:19]12[C:15](=[O:14])[CH2:16][CH2:17][C@@H:18]1[CH2:31][C@H:30]1[C@@H:21]([CH2:22][CH2:23][C@@H:24]3[C@@H:29]1[CH2:28][CH2:27][C:26](=[O:32])[CH2:25]3)[CH2:20]2. (4) Given the reactants C(O[C:9](=O)[NH:10][C:11]1[CH:16]=[CH:15][CH:14]=[C:13]([F:17])[CH:12]=1)C1C=CC=CC=1.C([Li])CCC.[C:24]([O:29][CH2:30][C@@H:31]1[O:33]C1)(=[O:28])CCC, predict the reaction product. The product is: [F:17][C:13]1[CH:12]=[C:11]([N:10]2[CH2:9][CH:30]([CH2:31][OH:33])[O:29][C:24]2=[O:28])[CH:16]=[CH:15][CH:14]=1. (5) Given the reactants [C:1]1(B(O)O)[CH:6]=[CH:5][CH:4]=[CH:3][CH:2]=1.Cl[C:11]1[C:20]2[C:15](=[CH:16][CH:17]=[CH:18][CH:19]=2)[CH:14]=[CH:13][N:12]=1.C([O-])([O-])=O.[Na+].[Na+], predict the reaction product. The product is: [C:1]1([C:11]2[C:20]3[C:15](=[CH:16][CH:17]=[CH:18][CH:19]=3)[CH:14]=[CH:13][N:12]=2)[CH:6]=[CH:5][CH:4]=[CH:3][CH:2]=1.